Dataset: Forward reaction prediction with 1.9M reactions from USPTO patents (1976-2016). Task: Predict the product of the given reaction. (1) Given the reactants [Cl:1][C:2]([Cl:19])=[CH:3][CH2:4][O:5][C:6]1[CH:16]=[C:15]([Cl:17])[C:9]([O:10][CH2:11][CH2:12][CH2:13]Br)=[C:8]([Cl:18])[CH:7]=1.[CH3:20][C:21]1[O:22][C:23]2[CH:29]=[C:28]([OH:30])[CH:27]=[CH:26][C:24]=2[N:25]=1.C(=O)([O-])[O-].[K+].[K+], predict the reaction product. The product is: [Cl:1][C:2]([Cl:19])=[CH:3][CH2:4][O:5][C:6]1[CH:16]=[C:15]([Cl:17])[C:9]([O:10][CH2:11][CH2:12][CH2:13][O:30][C:28]2[CH:27]=[CH:26][C:24]3[N:25]=[C:21]([CH3:20])[O:22][C:23]=3[CH:29]=2)=[C:8]([Cl:18])[CH:7]=1. (2) Given the reactants [C:1]([N:8]1[CH2:15][CH2:14][CH2:13][C@H:9]1[C:10]([OH:12])=O)([O:3][C:4]([CH3:7])([CH3:6])[CH3:5])=[O:2].[NH2:16][CH2:17][C:18]([NH:20][CH2:21][C:22]([NH:24][CH2:25][C:26]([O:28][CH2:29][C:30]1[CH:35]=[CH:34][CH:33]=[CH:32][CH:31]=1)=[O:27])=[O:23])=[O:19].CC1C=CC(S(O)(=O)=O)=CC=1.Cl.CN(C)CCCN=C=NCC, predict the reaction product. The product is: [N:8]1([C:1]([O:3][C:4]([CH3:5])([CH3:6])[CH3:7])=[O:2])[CH2:15][CH2:14][CH2:13][C@H:9]1[C:10]([NH:16][CH2:17][C:18]([NH:20][CH2:21][C:22]([NH:24][CH2:25][C:26]([O:28][CH2:29][C:30]1[CH:31]=[CH:32][CH:33]=[CH:34][CH:35]=1)=[O:27])=[O:23])=[O:19])=[O:12]. (3) Given the reactants [CH3:1][CH:2]1[C:7](=[O:8])[CH2:6][CH2:5][N:4](CC2C=CC=CC=2)[CH2:3]1.Cl.O1CCOCC1.[H][H].[C:33](O[C:33]([O:35][C:36]([CH3:39])([CH3:38])[CH3:37])=[O:34])([O:35][C:36]([CH3:39])([CH3:38])[CH3:37])=[O:34], predict the reaction product. The product is: [CH3:1][CH:2]1[C:7](=[O:8])[CH2:6][CH2:5][N:4]([C:33]([O:35][C:36]([CH3:37])([CH3:38])[CH3:39])=[O:34])[CH2:3]1. (4) Given the reactants Cl[C:2]1[N:7]=[CH:6][N:5]=[C:4]([NH:8][C:9]2[CH:14]=[CH:13][CH:12]=[C:11]([CH2:15][S:16]([CH3:19])(=[O:18])=[O:17])[CH:10]=2)[N:3]=1.[F:20][C:21]([F:33])([F:32])[O:22][C:23]1[CH:28]=[CH:27][CH:26]=[CH:25][C:24]=1B(O)O, predict the reaction product. The product is: [CH3:19][S:16]([CH2:15][C:11]1[CH:10]=[C:9]([NH:8][C:4]2[N:3]=[C:2]([C:24]3[CH:25]=[CH:26][CH:27]=[CH:28][C:23]=3[O:22][C:21]([F:20])([F:33])[F:32])[N:7]=[CH:6][N:5]=2)[CH:14]=[CH:13][CH:12]=1)(=[O:18])=[O:17].